This data is from Forward reaction prediction with 1.9M reactions from USPTO patents (1976-2016). The task is: Predict the product of the given reaction. Given the reactants [OH:1][C:2]1([CH2:9][NH:10][C:11]([C:13]2[C:14]3[CH:15]=[CH:16][C:17](Cl)=[N:18][C:19]=3[CH:20]=[CH:21][C:22]=2[Cl:23])=[O:12])[CH2:7][CH2:6][CH2:5][CH:4]([CH3:8])[CH2:3]1.CCN(C(C)C)C(C)C.[F:34][C:35]1([F:40])[CH2:39][CH2:38][NH:37][CH2:36]1, predict the reaction product. The product is: [OH:1][C:2]1([CH2:9][NH:10][C:11]([C:13]2[C:14]3[CH:15]=[CH:16][C:17]([N:37]4[CH2:38][CH2:39][C:35]([F:40])([F:34])[CH2:36]4)=[N:18][C:19]=3[CH:20]=[CH:21][C:22]=2[Cl:23])=[O:12])[CH2:7][CH2:6][CH2:5][CH:4]([CH3:8])[CH2:3]1.